This data is from Catalyst prediction with 721,799 reactions and 888 catalyst types from USPTO. The task is: Predict which catalyst facilitates the given reaction. (1) Reactant: Br[C:2]1[N:6]([S:7]([C:10]2[CH:15]=[CH:14][CH:13]=[CH:12][CH:11]=2)(=[O:9])=[O:8])[CH:5]=[C:4]([CH2:16][N:17]([CH3:25])[C:18](=[O:24])[O:19][C:20]([CH3:23])([CH3:22])[CH3:21])[C:3]=1[CH:26]([CH3:28])[CH3:27].[C:29]1(B(O)O)[CH:34]=[CH:33][CH:32]=[CH:31][CH:30]=1.C(=O)([O-])[O-].[Na+].[Na+]. Product: [CH:26]([C:3]1[C:4]([CH2:16][N:17]([CH3:25])[C:18](=[O:24])[O:19][C:20]([CH3:22])([CH3:23])[CH3:21])=[CH:5][N:6]([S:7]([C:10]2[CH:11]=[CH:12][CH:13]=[CH:14][CH:15]=2)(=[O:8])=[O:9])[C:2]=1[C:29]1[CH:34]=[CH:33][CH:32]=[CH:31][CH:30]=1)([CH3:27])[CH3:28]. The catalyst class is: 73. (2) Reactant: [CH:1]1([N:6]2[CH2:12][C:11]3([CH2:14][CH2:13]3)[C:10](=[O:15])[N:9]([CH3:16])[C:8]3[CH:17]=[N:18][C:19]([NH:21][C:22]4[CH:30]=[CH:29][C:25]([C:26](O)=[O:27])=[CH:24][C:23]=4[O:31][CH3:32])=[N:20][C:7]2=3)[CH2:5][CH2:4][CH2:3][CH2:2]1.CCN(C(C)C)C(C)C.CN(C(ON1N=NC2C=CC=CC1=2)=[N+](C)C)C.[B-](F)(F)(F)F.Cl.Cl.[NH2:66][C@H:67]1[CH:72]2[CH2:73][CH2:74][N:69]([CH2:70][CH2:71]2)[CH2:68]1. Product: [CH:1]1([N:6]2[CH2:12][C:11]3([CH2:13][CH2:14]3)[C:10](=[O:15])[N:9]([CH3:16])[C:8]3[CH:17]=[N:18][C:19]([NH:21][C:22]4[CH:30]=[CH:29][C:25]([C:26]([NH:66][C@H:67]5[CH:72]6[CH2:73][CH2:74][N:69]([CH2:70][CH2:71]6)[CH2:68]5)=[O:27])=[CH:24][C:23]=4[O:31][CH3:32])=[N:20][C:7]2=3)[CH2:5][CH2:4][CH2:3][CH2:2]1. The catalyst class is: 2. (3) Reactant: [C:1]12([C:7]3[CH:12]=[CH:11][C:10]([N:13]4[CH2:17][C@H:16]([CH2:18][NH:19][C:20](=[O:22])[CH3:21])[O:15][C:14]4=[O:23])=[CH:9][CH:8]=3)[CH2:6][CH:5]1[CH2:4][NH:3][CH2:2]2.C[CH2:25][N:26](C(C)C)C(C)C.N#CBr. Product: [C:25]([N:3]1[CH2:4][CH:5]2[C:1]([C:7]3[CH:8]=[CH:9][C:10]([N:13]4[CH2:17][C@H:16]([CH2:18][NH:19][C:20](=[O:22])[CH3:21])[O:15][C:14]4=[O:23])=[CH:11][CH:12]=3)([CH2:6]2)[CH2:2]1)#[N:26]. The catalyst class is: 18. (4) Reactant: N1C=CC=CC=1.[I:7][C:8]1[CH:13]=[CH:12][C:11]([C:14]2([C:21]([OH:23])=O)[CH2:19][CH2:18][N:17]([CH3:20])[CH2:16][CH2:15]2)=[CH:10][CH:9]=1.[Cl:24][C:25]1[CH:26]=[C:27]([CH:30]=[C:31]([Cl:33])[CH:32]=1)[CH2:28][NH2:29].CC(C)N=C=NC(C)C. Product: [Cl:24][C:25]1[CH:26]=[C:27]([CH:30]=[C:31]([Cl:33])[CH:32]=1)[CH2:28][NH:29][C:21]([C:14]1([C:11]2[CH:10]=[CH:9][C:8]([I:7])=[CH:13][CH:12]=2)[CH2:15][CH2:16][N:17]([CH3:20])[CH2:18][CH2:19]1)=[O:23]. The catalyst class is: 239.